The task is: Predict the reaction yield, written as a fraction of the theoretical maximum amount of product (1.0 means a 100% yield; for example, 0.34 means a 34% yield).. This data is from Reaction yield outcomes from USPTO patents with 853,638 reactions. (1) The reactants are [NH2:1][C:2]1[C:7](/[CH:8]=[CH:9]/[C:10](OC(C)(C)C)=[O:11])=[CH:6][C:5]([Br:17])=[CH:4][N:3]=1.C[O-].[Na+].O. The catalyst is CO. The product is [Br:17][C:5]1[CH:6]=[C:7]2[C:2](=[N:3][CH:4]=1)[NH:1][C:10](=[O:11])[CH:9]=[CH:8]2. The yield is 0.930. (2) The reactants are [Si:1]([O:8][C@@H:9]([C:25]1[CH:30]=[CH:29][CH:28]=[CH:27][C:26]=1[C:31]1[CH:36]=[CH:35][C:34]([Cl:37])=[CH:33][CH:32]=1)[CH:10]1[CH2:15][CH2:14][N:13]([C:16]2[CH:24]=[CH:23][C:19]([C:20](O)=[O:21])=[CH:18][CH:17]=2)[CH2:12][CH2:11]1)([C:4]([CH3:7])([CH3:6])[CH3:5])([CH3:3])[CH3:2].[Si:38]([O:55][CH2:56][C@@H:57]1[N:62]([CH2:63][CH2:64][C@@H:65]([NH:74][C:75]2[CH:80]=[CH:79][C:78]([S:81]([NH2:84])(=[O:83])=[O:82])=[CH:77][C:76]=2[S:85]([C:88]([F:91])([F:90])[F:89])(=[O:87])=[O:86])[CH2:66][S:67][C:68]2[CH:73]=[CH:72][CH:71]=[CH:70][CH:69]=2)[CH2:61][CH2:60][O:59][CH2:58]1)([C:51]([CH3:54])([CH3:53])[CH3:52])([C:45]1[CH:50]=[CH:49][CH:48]=[CH:47][CH:46]=1)[C:39]1[CH:44]=[CH:43][CH:42]=[CH:41][CH:40]=1. No catalyst specified. The product is [Si:1]([O:8][C@@H:9]([C:25]1[CH:30]=[CH:29][CH:28]=[CH:27][C:26]=1[C:31]1[CH:36]=[CH:35][C:34]([Cl:37])=[CH:33][CH:32]=1)[CH:10]1[CH2:15][CH2:14][N:13]([C:16]2[CH:24]=[CH:23][C:19]([C:20]([NH:84][S:81]([C:78]3[CH:79]=[CH:80][C:75]([NH:74][C@H:65]([CH2:64][CH2:63][N:62]4[CH2:61][CH2:60][O:59][CH2:58][C@@H:57]4[CH2:56][O:55][Si:38]([C:51]([CH3:52])([CH3:53])[CH3:54])([C:45]4[CH:46]=[CH:47][CH:48]=[CH:49][CH:50]=4)[C:39]4[CH:44]=[CH:43][CH:42]=[CH:41][CH:40]=4)[CH2:66][S:67][C:68]4[CH:73]=[CH:72][CH:71]=[CH:70][CH:69]=4)=[C:76]([S:85]([C:88]([F:89])([F:90])[F:91])(=[O:86])=[O:87])[CH:77]=3)(=[O:83])=[O:82])=[O:21])=[CH:18][CH:17]=2)[CH2:12][CH2:11]1)([C:4]([CH3:7])([CH3:6])[CH3:5])([CH3:3])[CH3:2]. The yield is 0.770. (3) The reactants are [CH2:1]([O:8][C:9]1[CH:14]=[CH:13][NH:12][C:11](=[O:15])[CH:10]=1)[C:2]1[CH:7]=[CH:6][CH:5]=[CH:4][CH:3]=1.[CH3:16][C:17]1[CH:24]=[CH:23][C:20]([CH2:21]Br)=[CH:19][CH:18]=1.C(=O)([O-])[O-].[K+].[K+]. The catalyst is O. The product is [CH2:1]([O:8][C:9]1[CH:14]=[CH:13][N:12]([CH2:16][C:17]2[CH:24]=[CH:23][C:20]([CH3:21])=[CH:19][CH:18]=2)[C:11](=[O:15])[CH:10]=1)[C:2]1[CH:3]=[CH:4][CH:5]=[CH:6][CH:7]=1. The yield is 0.540. (4) The reactants are [CH3:1][N:2]([CH3:27])[C:3]1[N:8]=[CH:7][C:6]([N:9]2[CH2:14][CH2:13][CH:12]([N:15](C)[C:16](=O)OCC3C=CC=CC=3)[CH2:11][CH2:10]2)=[CH:5][CH:4]=1. The catalyst is CO. The product is [CH3:1][N:2]([CH3:27])[C:3]1[CH:4]=[CH:5][C:6]([N:9]2[CH2:10][CH2:11][CH:12]([NH:15][CH3:16])[CH2:13][CH2:14]2)=[CH:7][N:8]=1. The yield is 0.940. (5) The reactants are [F:1][C:2]1[CH:3]=[C:4]2[C:8](=[C:9](/[CH:11]=[CH:12]/[C:13]([OH:15])=O)[CH:10]=1)[NH:7][CH:6]=[C:5]2[CH3:16].[Cl:17][C:18]1[CH:19]=[C:20]([S:24]([NH2:27])(=[O:26])=[O:25])[S:21][C:22]=1[Cl:23].CCN=C=NCCCN(C)C. The catalyst is CN(C)C1C=CN=CC=1.ClCCl.Cl. The product is [F:1][C:2]1[CH:3]=[C:4]2[C:8](=[C:9](/[CH:11]=[CH:12]/[C:13]([NH:27][S:24]([C:20]3[S:21][C:22]([Cl:23])=[C:18]([Cl:17])[CH:19]=3)(=[O:25])=[O:26])=[O:15])[CH:10]=1)[NH:7][CH:6]=[C:5]2[CH3:16]. The yield is 0.710.